This data is from Forward reaction prediction with 1.9M reactions from USPTO patents (1976-2016). The task is: Predict the product of the given reaction. (1) Given the reactants [Cl-].[Al+3].[Cl-].[Cl-].[CH3:5][O:6][C:7](=[O:32])[CH2:8][C:9]1[CH:14]=[CH:13][C:12]([O:15][C:16]2[C:17]3[CH2:31][CH2:30][CH2:29][C:18]=3[N:19]=[C:20]([C:22]3[CH:27]=[CH:26][C:25]([OH:28])=[CH:24][CH:23]=3)[N:21]=2)=[CH:11][CH:10]=1.[Br:33]Br.S([O-])([O-])(=O)=S.[Na+].[Na+], predict the reaction product. The product is: [CH3:5][O:6][C:7](=[O:32])[CH2:8][C:9]1[CH:10]=[CH:11][C:12]([O:15][C:16]2[C:17]3[CH2:31][CH2:30][CH2:29][C:18]=3[N:19]=[C:20]([C:22]3[CH:23]=[CH:24][C:25]([OH:28])=[C:26]([Br:33])[CH:27]=3)[N:21]=2)=[CH:13][CH:14]=1. (2) Given the reactants [NH:1]1[CH2:6][CH2:5][CH2:4][CH2:3][CH:2]1[C:7]([O:9][CH2:10][CH3:11])=[O:8].C(N(CC)CC)C.[CH:19]1[CH:24]=[CH:23][C:22]([CH2:25][O:26][C:27](Cl)=[O:28])=[CH:21][CH:20]=1, predict the reaction product. The product is: [N:1]1([C:27]([O:26][CH2:25][C:22]2[CH:23]=[CH:24][CH:19]=[CH:20][CH:21]=2)=[O:28])[CH2:6][CH2:5][CH2:4][CH2:3][CH:2]1[C:7]([O:9][CH2:10][CH3:11])=[O:8]. (3) Given the reactants [C:1]([C:3]1[CH:4]=[C:5]([CH:9]2[CH2:13][CH2:12][CH2:11][CH:10]2[C:14]([O:16]C)=[O:15])[CH:6]=[CH:7][CH:8]=1)#[N:2].[OH-].[Li+], predict the reaction product. The product is: [C:1]([C:3]1[CH:4]=[C:5]([C@@H:9]2[CH2:13][CH2:12][CH2:11][C@H:10]2[C:14]([OH:16])=[O:15])[CH:6]=[CH:7][CH:8]=1)#[N:2]. (4) The product is: [CH3:1][N:2]([CH2:10][C:11]1[CH:18]=[CH:17][CH:16]=[CH:15][C:12]=1[C:13]#[N:14])[CH3:3]. Given the reactants [CH3:1][NH:2][CH3:3].CN(C=O)C.Br[CH2:10][C:11]1[CH:18]=[CH:17][CH:16]=[CH:15][C:12]=1[C:13]#[N:14], predict the reaction product. (5) Given the reactants C([O:3][C:4](=[O:41])[CH2:5][N:6]([S:33]([N:36]1[CH2:40][CH2:39][CH2:38][CH2:37]1)(=[O:35])=[O:34])[CH2:7][C:8]1[CH:13]=[CH:12][CH:11]=[C:10]([O:14][CH2:15][CH2:16][C:17]2[N:18]=[C:19]([C:23]3[CH:28]=[CH:27][C:26]([C:29]([F:32])([F:31])[F:30])=[CH:25][CH:24]=3)[O:20][C:21]=2[CH3:22])[CH:9]=1)C.O.[OH-].[Li+], predict the reaction product. The product is: [N:36]1([S:33]([N:6]([CH2:5][C:4]([OH:41])=[O:3])[CH2:7][C:8]2[CH:13]=[CH:12][CH:11]=[C:10]([O:14][CH2:15][CH2:16][C:17]3[N:18]=[C:19]([C:23]4[CH:24]=[CH:25][C:26]([C:29]([F:31])([F:30])[F:32])=[CH:27][CH:28]=4)[O:20][C:21]=3[CH3:22])[CH:9]=2)(=[O:34])=[O:35])[CH2:40][CH2:39][CH2:38][CH2:37]1. (6) Given the reactants [OH-].[Na+].C[O:4][C:5](=[O:24])[CH2:6][C:7]1[C:15]2[C:10](=[N:11][CH:12]=[CH:13][CH:14]=2)[N:9]([CH2:16][C:17]2[CH:22]=[CH:21][CH:20]=[CH:19][CH:18]=2)[C:8]=1[CH3:23], predict the reaction product. The product is: [CH2:16]([N:9]1[C:10]2=[N:11][CH:12]=[CH:13][CH:14]=[C:15]2[C:7]([CH2:6][C:5]([OH:24])=[O:4])=[C:8]1[CH3:23])[C:17]1[CH:18]=[CH:19][CH:20]=[CH:21][CH:22]=1. (7) Given the reactants [CH3:1][C:2]1[C:6]([CH2:7][OH:8])=[C:5]([CH3:9])[O:4][N:3]=1.CC(OI1(OC(C)=O)(OC(C)=O)OC(=O)C2C=CC=CC1=2)=O, predict the reaction product. The product is: [CH3:1][C:2]1[C:6]([CH:7]=[O:8])=[C:5]([CH3:9])[O:4][N:3]=1. (8) The product is: [C:13]([NH:1][C:2]1[CH:3]=[C:4]([CH:10]=[CH:11][CH:12]=1)[C:5]([O:7][CH2:8][CH3:9])=[O:6])(=[O:18])[CH2:14][CH2:15][CH2:16][CH3:17]. Given the reactants [NH2:1][C:2]1[CH:3]=[C:4]([CH:10]=[CH:11][CH:12]=1)[C:5]([O:7][CH2:8][CH3:9])=[O:6].[C:13](Cl)(=[O:18])[CH2:14][CH2:15][CH2:16][CH3:17].C(=O)([O-])O.[Na+], predict the reaction product.